Regression. Given two drug SMILES strings and cell line genomic features, predict the synergy score measuring deviation from expected non-interaction effect. From a dataset of NCI-60 drug combinations with 297,098 pairs across 59 cell lines. (1) Drug 1: COC1=CC(=CC(=C1O)OC)C2C3C(COC3=O)C(C4=CC5=C(C=C24)OCO5)OC6C(C(C7C(O6)COC(O7)C8=CC=CS8)O)O. Drug 2: CC1=C(C=C(C=C1)C(=O)NC2=CC(=CC(=C2)C(F)(F)F)N3C=C(N=C3)C)NC4=NC=CC(=N4)C5=CN=CC=C5. Cell line: MCF7. Synergy scores: CSS=35.1, Synergy_ZIP=3.49, Synergy_Bliss=4.00, Synergy_Loewe=-8.57, Synergy_HSA=3.75. (2) Drug 1: C1=CC(=CC=C1CC(C(=O)O)N)N(CCCl)CCCl.Cl. Drug 2: CCCCCOC(=O)NC1=NC(=O)N(C=C1F)C2C(C(C(O2)C)O)O. Cell line: HL-60(TB). Synergy scores: CSS=32.9, Synergy_ZIP=-0.145, Synergy_Bliss=-1.91, Synergy_Loewe=-52.9, Synergy_HSA=-3.63. (3) Cell line: SNB-75. Drug 2: CC(C)(C#N)C1=CC(=CC(=C1)CN2C=NC=N2)C(C)(C)C#N. Synergy scores: CSS=-0.161, Synergy_ZIP=0.0826, Synergy_Bliss=-0.949, Synergy_Loewe=-1.00, Synergy_HSA=-3.18. Drug 1: CCC1(CC2CC(C3=C(CCN(C2)C1)C4=CC=CC=C4N3)(C5=C(C=C6C(=C5)C78CCN9C7C(C=CC9)(C(C(C8N6C)(C(=O)OC)O)OC(=O)C)CC)OC)C(=O)OC)O.OS(=O)(=O)O. (4) Drug 1: CC(C)(C#N)C1=CC(=CC(=C1)CN2C=NC=N2)C(C)(C)C#N. Drug 2: CC(C)CN1C=NC2=C1C3=CC=CC=C3N=C2N. Cell line: RXF 393. Synergy scores: CSS=-3.18, Synergy_ZIP=1.84, Synergy_Bliss=2.03, Synergy_Loewe=-1.84, Synergy_HSA=-0.717. (5) Drug 1: CC1=C2C(C(=O)C3(C(CC4C(C3C(C(C2(C)C)(CC1OC(=O)C(C(C5=CC=CC=C5)NC(=O)C6=CC=CC=C6)O)O)OC(=O)C7=CC=CC=C7)(CO4)OC(=O)C)O)C)OC(=O)C. Drug 2: CN1C2=C(C=C(C=C2)N(CCCl)CCCl)N=C1CCCC(=O)O.Cl. Cell line: UACC62. Synergy scores: CSS=4.56, Synergy_ZIP=-1.58, Synergy_Bliss=-0.602, Synergy_Loewe=1.21, Synergy_HSA=-0.112. (6) Drug 1: C1CN1P(=S)(N2CC2)N3CC3. Drug 2: CS(=O)(=O)OCCCCOS(=O)(=O)C. Cell line: HL-60(TB). Synergy scores: CSS=80.7, Synergy_ZIP=-1.04, Synergy_Bliss=-1.83, Synergy_Loewe=1.69, Synergy_HSA=4.02. (7) Drug 1: C1=NC2=C(N1)C(=S)N=C(N2)N. Drug 2: C1CN1P(=S)(N2CC2)N3CC3. Cell line: SF-295. Synergy scores: CSS=36.8, Synergy_ZIP=-6.53, Synergy_Bliss=-6.81, Synergy_Loewe=-7.91, Synergy_HSA=-2.48. (8) Drug 1: C1=CC(=CC=C1CC(C(=O)O)N)N(CCCl)CCCl.Cl. Drug 2: C1CC(C1)(C(=O)O)C(=O)O.[NH2-].[NH2-].[Pt+2]. Cell line: OVCAR-4. Synergy scores: CSS=24.9, Synergy_ZIP=-6.36, Synergy_Bliss=-2.12, Synergy_Loewe=-5.34, Synergy_HSA=-5.66.